From a dataset of Full USPTO retrosynthesis dataset with 1.9M reactions from patents (1976-2016). Predict the reactants needed to synthesize the given product. (1) Given the product [F:1][C:2]1[CH:7]=[CH:6][C:5]([C:8]2[O:9][C:10]3[CH:21]=[C:20]([N+:22]([O-:24])=[O:23])[C:19]([C:25]4[CH:26]=[CH:27][C:28]([O:35][CH3:36])=[C:29]([CH:34]=4)[C:30]([OH:32])=[O:31])=[CH:18][C:11]=3[C:12]=2[C:13]2[NH:17][CH:16]=[CH:15][N:14]=2)=[CH:4][CH:3]=1, predict the reactants needed to synthesize it. The reactants are: [F:1][C:2]1[CH:7]=[CH:6][C:5]([C:8]2[O:9][C:10]3[CH:21]=[C:20]([N+:22]([O-:24])=[O:23])[C:19]([C:25]4[CH:26]=[CH:27][C:28]([O:35][CH3:36])=[C:29]([CH:34]=4)[C:30]([O:32]C)=[O:31])=[CH:18][C:11]=3[C:12]=2[C:13]2[NH:14][CH:15]=[CH:16][N:17]=2)=[CH:4][CH:3]=1.O.[OH-].[Na+]. (2) The reactants are: [CH3:1][Mg]Cl.[CH3:4][C:5]([C:7]1[CH:12]=[CH:11][CH:10]=[C:9]([I:13])[CH:8]=1)=[O:6]. Given the product [I:13][C:9]1[CH:8]=[C:7]([C:5]([OH:6])([CH3:1])[CH3:4])[CH:12]=[CH:11][CH:10]=1, predict the reactants needed to synthesize it.